This data is from Reaction yield outcomes from USPTO patents with 853,638 reactions. The task is: Predict the reaction yield, written as a fraction of the theoretical maximum amount of product (1.0 means a 100% yield; for example, 0.34 means a 34% yield). (1) The reactants are [OH:1][C:2]1[CH:7]=[CH:6][C:5]([C:8]2([C:16]3[CH:17]=[C:18]([C:22]4[CH:27]=[CH:26][CH:25]=[C:24]([O:28][CH3:29])[CH:23]=4)[CH:19]=[CH:20][CH:21]=3)[NH:12][C:11](=[S:13])[N:10]([CH3:14])[C:9]2=[O:15])=[CH:4][CH:3]=1.C(N(CC)CC)C.[CH3:37][S:38](Cl)(=[O:40])=[O:39]. The catalyst is ClCCl. The product is [CH3:37][S:38]([O:1][C:2]1[CH:7]=[CH:6][C:5]([C:8]2([C:16]3[CH:17]=[C:18]([C:22]4[CH:27]=[CH:26][CH:25]=[C:24]([O:28][CH3:29])[CH:23]=4)[CH:19]=[CH:20][CH:21]=3)[C:9](=[O:15])[N:10]([CH3:14])[C:11](=[S:13])[NH:12]2)=[CH:4][CH:3]=1)(=[O:40])=[O:39]. The yield is 0.790. (2) The product is [Cl:21][C:19]1[CH:18]=[CH:17][C:16]([O:22][CH2:23][C:24]([N:26]2[CH2:31][C@H:30]([CH3:32])[N:29]([CH2:33][C:34]3[CH:39]=[CH:38][C:37]([F:40])=[CH:36][CH:35]=3)[CH2:28][C@H:27]2[CH3:41])=[O:25])=[C:15]([C:14]([N:11]2[CH2:10][CH2:9][NH:8][CH2:13][CH2:12]2)=[O:42])[CH:20]=1. The reactants are C(OC([N:8]1[CH2:13][CH2:12][N:11]([C:14](=[O:42])[C:15]2[CH:20]=[C:19]([Cl:21])[CH:18]=[CH:17][C:16]=2[O:22][CH2:23][C:24]([N:26]2[CH2:31][C@H:30]([CH3:32])[N:29]([CH2:33][C:34]3[CH:39]=[CH:38][C:37]([F:40])=[CH:36][CH:35]=3)[CH2:28][C@H:27]2[CH3:41])=[O:25])[CH2:10][CH2:9]1)=O)(C)(C)C.FC(F)(F)C(O)=O. The yield is 0.870. The catalyst is ClC(Cl)C.ClCCl. (3) The reactants are [F:1][C:2]1[CH:3]=[CH:4][C:5]([NH:8][NH:9][C:10](=O)[CH2:11][CH2:12][N:13]2[CH2:17][CH2:16][CH2:15][CH2:14]2)=[N:6][CH:7]=1.C1(P(C2C=CC=CC=2)C2C=CC=CC=2)C=CC=CC=1.C(N(CC)CC)C.ClC(Cl)(Cl)C(Cl)(Cl)Cl. The catalyst is C1COCC1. The product is [F:1][C:2]1[CH:3]=[CH:4][C:5]2[N:6]([C:10]([CH2:11][CH2:12][N:13]3[CH2:17][CH2:16][CH2:15][CH2:14]3)=[N:9][N:8]=2)[CH:7]=1. The yield is 0.520. (4) The reactants are [O:1]=[C:2]([CH2:8][CH2:9][CH2:10][CH3:11])[CH2:3][C:4]([O:6][CH3:7])=[O:5].[H-].[Na+].Br[CH2:15][C:16]1[C:21]([F:22])=[CH:20][C:19]([C:23]2[C:24]([C:29]#[N:30])=[CH:25][CH:26]=[CH:27][CH:28]=2)=[CH:18][C:17]=1[F:31]. The catalyst is O1CCCC1. The product is [C:29]([C:24]1[CH:25]=[CH:26][CH:27]=[CH:28][C:23]=1[C:19]1[CH:18]=[C:17]([F:31])[C:16]([CH2:15][CH:3]([C:2](=[O:1])[CH2:8][CH2:9][CH2:10][CH3:11])[C:4]([O:6][CH3:7])=[O:5])=[C:21]([F:22])[CH:20]=1)#[N:30]. The yield is 0.980. (5) The reactants are [CH2:1]([C:3]1[CH:4]=[C:5]([C:12]2[S:16][C:15]([CH:17]=[O:18])=[CH:14][CH:13]=2)[C:6]([CH3:11])=[N:7][C:8]=1[O:9]C)[CH3:2].[I-].[K+].Cl[Si](C)(C)C. The catalyst is C(#N)C. The product is [CH2:1]([C:3]1[C:8](=[O:9])[NH:7][C:6]([CH3:11])=[C:5]([C:12]2[S:16][C:15]([CH:17]=[O:18])=[CH:14][CH:13]=2)[CH:4]=1)[CH3:2]. The yield is 0.610. (6) The reactants are C([BH3-])#N.[F:4][C:5]([F:26])([F:25])[C:6]1[CH:7]=[C:8]([C:12]#[C:13][C:14]2[N:18]3[CH:19]=[CH:20][CH:21]=[CH:22][C:17]3=[N:16][C:15]=2[CH2:23][NH2:24])[CH:9]=[CH:10][CH:11]=1.O.O=[CH:29][C:30]([OH:32])=[O:31]. The catalyst is ClCCl.CO. The product is [F:26][C:5]([F:4])([F:25])[C:6]1[CH:7]=[C:8]([C:12]#[C:13][C:14]2[N:18]3[CH:19]=[CH:20][CH:21]=[CH:22][C:17]3=[N:16][C:15]=2[CH2:23][NH:24][CH2:29][C:30]([OH:32])=[O:31])[CH:9]=[CH:10][CH:11]=1. The yield is 0.220. (7) The reactants are [CH3:1][C:2]([CH3:21])([CH:10]([O:19][CH3:20])[C:11]1[CH:16]=[CH:15][C:14]([O:17][CH3:18])=[CH:13][CH:12]=1)[CH2:3][CH2:4][CH2:5][CH2:6][C:7](O)=[O:8].Cl.CN(C)CCCN=C=NCC.O.[OH:35][N:36]1C2C=CC=CC=2N=N1.NOC1CCCCO1.C12(CS(O)(=O)=O)C(C)(C)C(CC1)CC2=O. The catalyst is CN(C=O)C. The product is [OH:35][NH:36][C:7](=[O:8])[CH2:6][CH2:5][CH2:4][CH2:3][C:2]([CH3:21])([CH3:1])[CH:10]([O:19][CH3:20])[C:11]1[CH:16]=[CH:15][C:14]([O:17][CH3:18])=[CH:13][CH:12]=1. The yield is 0.680. (8) The reactants are [F:1][C:2]1[CH:3]=[C:4]([CH:25]=[C:26]([F:33])[C:27]=1[NH:28][S:29]([CH3:32])(=[O:31])=[O:30])[CH2:5][NH:6][C:7](=[O:24])[CH:8]=[CH:9][C:10]1[CH:15]=[CH:14][C:13]([C:16]([F:19])([F:18])[F:17])=[CH:12][C:11]=1[NH:20][CH2:21][CH2:22][CH3:23]. The catalyst is [Pd]. The product is [F:1][C:2]1[CH:3]=[C:4]([CH:25]=[C:26]([F:33])[C:27]=1[NH:28][S:29]([CH3:32])(=[O:30])=[O:31])[CH2:5][NH:6][C:7](=[O:24])[CH2:8][CH2:9][C:10]1[CH:15]=[CH:14][C:13]([C:16]([F:19])([F:17])[F:18])=[CH:12][C:11]=1[NH:20][CH2:21][CH2:22][CH3:23]. The yield is 0.590. (9) The product is [C:19](=[O:20])([O:21][C:22]([CH3:25])([CH3:24])[CH3:23])[O:16][CH2:15][C@@H:14]([N:13]([C:12]([O:11][C:7]([CH3:10])([CH3:8])[CH3:9])=[O:18])[CH3:34])[CH3:17]. The reactants are [H-].[Al+3].[Li+].[H-].[H-].[H-].[C:7]([O:11][C:12](=[O:18])[NH:13][CH:14]([CH3:17])[CH2:15][OH:16])([CH3:10])([CH3:9])[CH3:8].[C:19](O[C:19]([O:21][C:22]([CH3:25])([CH3:24])[CH3:23])=[O:20])([O:21][C:22]([CH3:25])([CH3:24])[CH3:23])=[O:20].[CH3:34]COC(C)=O. The catalyst is O1CCCC1.CCCCCC. The yield is 0.300.